Dataset: Forward reaction prediction with 1.9M reactions from USPTO patents (1976-2016). Task: Predict the product of the given reaction. (1) Given the reactants [C:1]([S:5]([N:7]=[C:8]1[CH2:11][CH:10]([NH:12][C:13](=[O:19])[O:14][C:15]([CH3:18])([CH3:17])[CH3:16])[CH2:9]1)=[O:6])([CH3:4])([CH3:3])[CH3:2].[CH3:20][Al](C)C.[Li]C, predict the reaction product. The product is: [CH3:2][C:1]([CH3:4])([S:5]([NH:7][C:8]1([CH3:20])[CH2:11][CH:10]([NH:12][C:13](=[O:19])[O:14][C:15]([CH3:18])([CH3:17])[CH3:16])[CH2:9]1)=[O:6])[CH3:3]. (2) Given the reactants [NH2:1][C@@H:2]([C:51]([CH3:54])([CH3:53])[CH3:52])[C:3]([N:5]1[CH2:9][C@H:8]([O:10][C:11]2[C:12]3[O:29][C:28]4[CH:30]=[CH:31][CH:32]=[CH:33][C:27]=4[C:13]=3[N:14]=[C:15]([C:17]3[CH:22]=[CH:21][C:20]([C:23]([F:26])([F:25])[F:24])=[CH:19][CH:18]=3)[N:16]=2)[CH2:7][C@H:6]1[C:34]([NH:36][C@:37]1([C:42](=[O:50])[NH:43][S:44]([CH:47]2[CH2:49][CH2:48]2)(=[O:46])=[O:45])[CH2:39][C@H:38]1[CH:40]=[CH2:41])=[O:35])=[O:4].C(N(CC)CC)C.[N:62]1([C:67](N2C=CN=C2)=[S:68])C=CN=C1.N.CO, predict the reaction product. The product is: [CH:47]1([S:44]([NH:43][C:42]([C@@:37]2([NH:36][C:34]([C@@H:6]3[CH2:7][C@@H:8]([O:10][C:11]4[C:12]5[O:29][C:28]6[CH:30]=[CH:31][CH:32]=[CH:33][C:27]=6[C:13]=5[N:14]=[C:15]([C:17]5[CH:22]=[CH:21][C:20]([C:23]([F:26])([F:25])[F:24])=[CH:19][CH:18]=5)[N:16]=4)[CH2:9][N:5]3[C:3](=[O:4])[C@@H:2]([NH:1][C:67]([NH2:62])=[S:68])[C:51]([CH3:54])([CH3:53])[CH3:52])=[O:35])[CH2:39][C@H:38]2[CH:40]=[CH2:41])=[O:50])(=[O:46])=[O:45])[CH2:49][CH2:48]1. (3) Given the reactants C[N:2](C)C=O.FC(F)(F)C(OI(C1C=CC=CC=1)OC(=O)C(F)(F)F)=O.[CH3:27][C:28]([O:31][C:32]([NH:34][C@@H:35]([C:40]([OH:42])=[O:41])[CH2:36]C(N)=O)=[O:33])([CH3:30])[CH3:29].N1C=CC=CC=1, predict the reaction product. The product is: [CH3:30][C:28]([O:31][C:32]([NH:34][CH:35]([C:40]([OH:42])=[O:41])[CH2:36][NH2:2])=[O:33])([CH3:27])[CH3:29]. (4) Given the reactants [C:1]([C:3]1[CH:4]=[C:5]2[C:10](=[CH:11][CH:12]=1)[N:9]=[CH:8][CH:7]=[CH:6]2)#[N:2].OCC1(OC[C@@H](O)[C@@H](O)[C@H]1O)O, predict the reaction product. The product is: [N:9]1[C:10]2[C:5](=[CH:4][C:3]([CH2:1][NH2:2])=[CH:12][CH:11]=2)[CH:6]=[CH:7][CH:8]=1. (5) Given the reactants C(=O)([O-])[O-].[Na+].[Na+].[NH2:7][C:8]1([CH2:12][C:13]([O:15]CC)=[O:14])[CH2:11][O:10][CH2:9]1.Cl[C:19]([O:21][CH2:22][C:23]1[CH:28]=[CH:27][CH:26]=[CH:25][CH:24]=1)=[O:20], predict the reaction product. The product is: [CH2:22]([O:21][C:19]([NH:7][C:8]1([CH2:12][C:13]([OH:15])=[O:14])[CH2:9][O:10][CH2:11]1)=[O:20])[C:23]1[CH:28]=[CH:27][CH:26]=[CH:25][CH:24]=1. (6) Given the reactants [Br-].[CH2:2]([Zn+])[C:3]1[CH:8]=[CH:7][CH:6]=[CH:5][CH:4]=1.Br[C:11]1[CH:24]=[CH:23][C:14]2[C:15]3[CH:16]=[CH:17][CH:18]=[N:19][C:20]=3[CH2:21][CH2:22][C:13]=2[CH:12]=1.[NH4+].[Cl-], predict the reaction product. The product is: [CH2:2]([C:11]1[CH:24]=[CH:23][C:14]2[C:15]3[CH:16]=[CH:17][CH:18]=[N:19][C:20]=3[CH2:21][CH2:22][C:13]=2[CH:12]=1)[C:3]1[CH:8]=[CH:7][CH:6]=[CH:5][CH:4]=1. (7) The product is: [CH3:9][C:1]1[CH:6]=[CH:5][C:4]([C:18]2[CH2:24][CH2:23][CH2:22][CH2:21][CH2:20][C:19]=2[C:25]([O:27][CH3:28])=[O:26])=[CH:3][CH:2]=1. Given the reactants [C:1]1([CH3:9])[CH:6]=[CH:5][CH:4]=[CH:3][C:2]=1[Mg]Br.FC(F)(C(F)(F)F)C(F)(F)C(F)(F)S(O[C:18]1[CH2:24][CH2:23][CH2:22][CH2:21][CH2:20][C:19]=1[C:25]([O:27][CH3:28])=[O:26])(=O)=O.C(OCC)(=O)C.Cl, predict the reaction product.